From a dataset of B-cell epitopes from IEDB database with 3,159 antigens for binding position prediction. Token-level Classification. Given an antigen amino acid sequence, predict which amino acid positions are active epitope sites capable of antibody binding. Output is a list of indices for active positions. (1) Given the antigen sequence: MKFLVNVALVFMVVYISYIYAAPEPEPAPEPEAEADAEADPEAGIGAVLKVLTTGLPALISWIKRKRQQG, which amino acid positions are active epitope sites? The epitope positions are: [49, 50, 51, 52, 53, 54, 55, 56, 57, 58, 59, 60, 61]. The amino acids at these positions are: KVLTTGLPALISW. (2) Given the antigen sequence: MGAQVSTQKTGAHETSLSAAGNSIIHYTNINYYKDAASNSANRQDFTQDPSKFTEPVKDVMIKSLPALNSPTVEECGYSDRVRSITLGNSTITTQECANVVVGYGRWPTYLRDDEATAEDQPTQPDVATCRFYTLDSIKWEKGSVGWWWKFPEALSDMGLFGQNMQYHYLGRAGYTIHLQCNASKFHQGCLLVVCVPEAEMGGAVVGQAFSATAMANGDKAYEFTSATQSDQTKVQTAIHNAGMGVGVGNLTIYPHQWINLRTNNSATIVMPYINSVPMDNMFRHYNFTLMVIPFVKLDYADTASTYVPITVTVAPMCAEYNGLRLAQAQGLPTMNTPGSTQFLTSDDFQSPCALPQFDVTPSMNIPGEVKNLMEIAEVDSVVPVNNVQDTTDQMEMFRIPVTINAPLQQQVFGLRLQPGLDSVFKHTLLGEILNYYAHWSGSMKLTFVFCGSAMATGKFLIAYSPPGANPPKTRKDAMLGTHIIWDIGLQSSCVLCVPW..., which amino acid positions are active epitope sites? The epitope positions are: [860, 861, 862, 863, 864, 865, 866, 867, 868, 869]. The amino acids at these positions are: MSTLNTHGAF. (3) Given the antigen sequence: MQSTKTKTKHFSFLLLITLGVMTAFGPLTIDMYVPSLPKVQGDFGSTTSEIQLTLSFTMIGLALGQFIFGPLSDAFGRKRIAVSILIIFILVSGLSMFVDQLPLFLTLRFIQGLTGGGVIVIAKASAGDKFSGNALAKFLASLMVVNGIITILAPLAGGLALSVATWRSIFTILTIVALIILIGVASQLPKTSKDELKQVNFSSVIKDFGSLLKKPAFIIPMLLQGLTYVMLFSYSSASPFITQKLYNMTPQQFSIMFAVNGVGLIIVSQVVALLVEKLHRHILLIILTIIQVVGVALIILTLTFHLPLWVLLIAFFLNVCPVTSIGPLGFTMAMEERTGGSGNASSLLGLFQFILGGAVAPLVGLKGEFNTSPYMIIIFITAILLVSLQIIYFKMIKKQHVA, which amino acid positions are active epitope sites? The epitope positions are: [82, 83, 84, 85, 86, 87, 88, 89, 90, 91, 92, 93, 94, 95, 96, 97, 98, 99, 100, 101]. The amino acids at these positions are: VSILIIFILVSGLSMFVDQL. (4) Given the antigen sequence: MATPSMMPQWAYMHIAGQDASEYLSPGLVQFARATDTYFSLGNKFRNPTVAPTHDVTTDRSQRLTLRFVPVDREDTTYSYKARLTLDVGDNRVLDMASTYFDIRGVLDRGPSFKPYSGTAYNSLAPKGAPNSSQWEQKKANGGPNEMETHTFGVAAMGGENITKDGLQIGTETTAENQNKEIFADKTFQPEPQVGEENWQETFNFYGGRALKKETKMKPCYGSFARPMNEKGGQAKFLTKENGELTEDQDIDLNFFDINNPDTGGVANQPDIIMYAENVNLETPDTHVVYKSGKEDDSSEANLLQQSMPNRPNYIGFRDNFVGLMYYNSTGNMGVLAGQASQLNAVVDLQDRNTELSYQLLLDSLGDRTRYFSMWNSAVDSYDPDVRIIENHGVEDELPNYCFPLNGMGSNAAYQGVKPKDNGGWDPNTNAARQNRIAMGNVYAMEINLQANLWKSFLYSNVALYLPDSYKYTPANVTLPANTNTYDYMNGRVVAPSLVD..., which amino acid positions are active epitope sites? The epitope positions are: [219, 220, 221, 222, 223, 224, 225, 226, 227, 228]. The amino acids at these positions are: CYGSFARPMN. (5) Given the antigen sequence: MEMFQGLLLLLLLSMGGTWASKEPLRPRCRPINATLAVEKEGCPVCITVNTTICAGYCPTMTRVLQGVLPALPQVVCNYRDVRFESIRLPGCPRGVNPVVSYAVALSCQCALCRRSTTDCGGPKDHPLTCDDPRFQDSSSSKAPPPSLPSPSRLPGPSDTPILPQ, which amino acid positions are active epitope sites? The epitope positions are: [135, 136, 137, 138, 139, 140, 141, 142, 143, 144]. The amino acids at these positions are: QDSSSSKAPP.